Predict the product of the given reaction. From a dataset of Forward reaction prediction with 1.9M reactions from USPTO patents (1976-2016). Given the reactants Br[CH:2]([CH3:13])[C:3]([CH:5]1[CH2:7][CH:6]1[C:8]([O:10][CH2:11][CH3:12])=[O:9])=O.[CH3:14][C:15]1[CH:20]=[CH:19][N:18]=[C:17]([NH2:21])[CH:16]=1, predict the reaction product. The product is: [CH3:13][C:2]1[N:18]2[CH:19]=[CH:20][C:15]([CH3:14])=[CH:16][C:17]2=[N:21][C:3]=1[CH:5]1[CH2:7][CH:6]1[C:8]([O:10][CH2:11][CH3:12])=[O:9].